Dataset: Full USPTO retrosynthesis dataset with 1.9M reactions from patents (1976-2016). Task: Predict the reactants needed to synthesize the given product. (1) Given the product [CH2:27]([C:29]1[CH:30]=[N:31][C:32]([N:35]2[CH2:17][CH2:16][CH:15]([C@H:8]3[CH2:9][C@H:14]3[CH:13]=[CH2:12])[CH2:20][CH2:19]2)=[N:33][CH:34]=1)[CH3:28], predict the reactants needed to synthesize it. The reactants are: [Br-].C1([C:8]([PH3+])([C:15]2[CH:20]=[CH:19]C=[CH:17][CH:16]=2)[C:9]2[CH:14]=[CH:13][CH:12]=CC=2)C=CC=CC=1.[Li]CCCC.[CH2:27]([C:29]1[CH:30]=[N:31][C:32]([N:35]2CCC([C@H]3C[C@H]3C=O)CC2)=[N:33][CH:34]=1)[CH3:28]. (2) Given the product [C:1]([O:5][C:6](=[O:7])[NH:8][CH2:9][C:10]([NH:25][C@H:26]1[CH2:27][CH2:28][C@H:29]([NH:32][C:33]([C:34]2[CH:35]=[N:36][C:37]([C:40]3[CH:45]=[CH:44][CH:43]=[C:42]([F:46])[CH:41]=3)=[CH:38][CH:39]=2)=[O:47])[CH2:30][CH2:31]1)=[O:12])([CH3:2])([CH3:3])[CH3:4], predict the reactants needed to synthesize it. The reactants are: [C:1]([O:5][C:6]([NH:8][CH2:9][C:10]([OH:12])=O)=[O:7])([CH3:4])([CH3:3])[CH3:2].C(N1C=CN=C1)(N1C=CN=C1)=O.[NH2:25][C@H:26]1[CH2:31][CH2:30][C@H:29]([NH:32][C:33](=[O:47])[C:34]2[CH:39]=[CH:38][C:37]([C:40]3[CH:45]=[CH:44][CH:43]=[C:42]([F:46])[CH:41]=3)=[N:36][CH:35]=2)[CH2:28][CH2:27]1.C(N(CC)C(C)C)(C)C. (3) Given the product [CH:1]([O:4][C:5]([N:7]1[CH2:8][CH2:9][CH:10]([CH2:13][O:14][C:15]2[CH:16]=[CH:17][C:18]([C:43]3[CH:44]=[CH:45][C:40]([CH2:39][C@H:38]([NH:37][C:35]([O:34][C:30]([CH3:32])([CH3:31])[CH3:33])=[O:36])[C:55](=[O:61])[N:56]4[CH2:60][CH2:59][CH2:58][CH2:57]4)=[C:41]([F:54])[CH:42]=3)=[CH:19][CH:20]=2)[CH2:11][CH2:12]1)=[O:6])([CH3:2])[CH3:3], predict the reactants needed to synthesize it. The reactants are: [CH:1]([O:4][C:5]([N:7]1[CH2:12][CH2:11][CH:10]([CH2:13][O:14][C:15]2[CH:20]=[CH:19][C:18](B3OC(C)(C)C(C)(C)O3)=[CH:17][CH:16]=2)[CH2:9][CH2:8]1)=[O:6])([CH3:3])[CH3:2].[C:30]([O:34][C:35]([NH:37][C@H:38]([C:55](=[O:61])[N:56]1[CH2:60][CH2:59][CH2:58][CH2:57]1)[CH2:39][C:40]1[CH:45]=[CH:44][C:43](OS(C(F)(F)F)(=O)=O)=[CH:42][C:41]=1[F:54])=[O:36])([CH3:33])([CH3:32])[CH3:31].CCN(C(C)C)C(C)C.CCOC(C)=O. (4) Given the product [I:3][C:4]1[CH:5]=[C:6]2[C:10](=[CH:11][CH:12]=1)[N:9]([CH3:17])[C:8](=[O:13])[C:7]2=[O:14], predict the reactants needed to synthesize it. The reactants are: [H-].[Na+].[I:3][C:4]1[CH:5]=[C:6]2[C:10](=[CH:11][CH:12]=1)[NH:9][C:8](=[O:13])[C:7]2=[O:14].IC.[C:17](=O)([O-])O.[Na+]. (5) Given the product [C@@H:19]12[CH2:20][C@H:21]([CH:17]=[CH:18]1)[C@H:3]1[C@@H:2]2[C:1](=[O:16])[CH2:15][CH2:14][CH2:13][CH2:12][CH2:11][CH2:10][CH2:9][CH2:8][CH2:7][CH2:6][CH2:5][CH2:4]1, predict the reactants needed to synthesize it. The reactants are: [C:1]1(=[O:16])[CH2:15][CH2:14][CH2:13][CH2:12][CH2:11][CH2:10][CH2:9][CH2:8][CH2:7][CH2:6][CH2:5][CH2:4][CH:3]=[CH:2]1.[CH:17]1[CH2:21][CH:20]=[CH:19][CH:18]=1.Cl(O)(=O)(=O)=O.C([C@@H]1N[C@H](C2OC(C)=CC=2)N(C)C1=O)C1C=CC=CC=1.